This data is from Reaction yield outcomes from USPTO patents with 853,638 reactions. The task is: Predict the reaction yield, written as a fraction of the theoretical maximum amount of product (1.0 means a 100% yield; for example, 0.34 means a 34% yield). (1) The product is [NH2:8][C:7]1[C:6]([C:9]#[N:10])=[C:3]([S:4][CH3:5])[S:2][C:1]=1[C:18]([O:15][CH2:14][CH3:13])=[O:19]. No catalyst specified. The yield is 0.990. The reactants are [CH3:1][S:2][C:3](=[C:6]([C:9]#[N:10])[C:7]#[N:8])[S:4][CH3:5].C([CH:13](S)[C:14]([O-])=[O:15])C.[CH3:18][OH:19]. (2) The reactants are C(OC([NH:8][CH2:9][C:10]1[N:11]([CH2:37][CH:38]([CH3:40])[CH3:39])[C:12](=[O:36])[C:13]2[C:18]([C:19]=1[C:20]1[CH:25]=[CH:24][CH:23]=[CH:22][CH:21]=1)=[CH:17][C:16]([C:26]1[S:27][CH:28]=[C:29]([C:31]([O:33][CH2:34][CH3:35])=[O:32])[N:30]=1)=[CH:15][CH:14]=2)=O)(C)(C)C.[ClH:41]. The catalyst is C(OCC)(=O)C. The product is [ClH:41].[NH2:8][CH2:9][C:10]1[N:11]([CH2:37][CH:38]([CH3:39])[CH3:40])[C:12](=[O:36])[C:13]2[C:18]([C:19]=1[C:20]1[CH:21]=[CH:22][CH:23]=[CH:24][CH:25]=1)=[CH:17][C:16]([C:26]1[S:27][CH:28]=[C:29]([C:31]([O:33][CH2:34][CH3:35])=[O:32])[N:30]=1)=[CH:15][CH:14]=2. The yield is 0.929. (3) The reactants are [NH:1](C(OCC1C=CC=CC=1)=O)[C@H:2]([C:7]([NH:9][C@H:10]([C:18]([NH:20][CH2:21][CH2:22][CH2:23][CH2:24][CH2:25][CH2:26][CH2:27][CH3:28])=[O:19])[CH2:11][C:12]1[CH:17]=[CH:16][CH:15]=[CH:14][CH:13]=1)=[O:8])[CH2:3][CH:4]([CH3:6])[CH3:5].C([O-])([O-])=O.[Na+].[Na+]. The catalyst is CN1CCCC1=O.[Pd]. The product is [NH2:1][C@H:2]([C:7]([NH:9][C@H:10]([C:18]([NH:20][CH2:21][CH2:22][CH2:23][CH2:24][CH2:25][CH2:26][CH2:27][CH3:28])=[O:19])[CH2:11][C:12]1[CH:17]=[CH:16][CH:15]=[CH:14][CH:13]=1)=[O:8])[CH2:3][CH:4]([CH3:5])[CH3:6]. The yield is 0.850.